From a dataset of Reaction yield outcomes from USPTO patents with 853,638 reactions. Predict the reaction yield, written as a fraction of the theoretical maximum amount of product (1.0 means a 100% yield; for example, 0.34 means a 34% yield). (1) The reactants are [Cl:1][C:2]1[CH:10]=[C:9]2[C:5]([CH:6]=[CH:7][NH:8]2)=[CH:4][CH:3]=1.[F:11][C:12]([F:23])([F:22])[C:13](O[C:13](=[O:14])[C:12]([F:23])([F:22])[F:11])=[O:14].O. The catalyst is O1CCCC1. The product is [Cl:1][C:2]1[CH:10]=[C:9]2[C:5]([C:6]([C:13](=[O:14])[C:12]([F:23])([F:22])[F:11])=[CH:7][NH:8]2)=[CH:4][CH:3]=1. The yield is 0.930. (2) The reactants are [O-:1][Mn](=O)(=O)=O.[K+].[F:7][C:8]1[CH:13]=[CH:12][C:11]([CH3:14])=[C:10]([N+:15]([O-:17])=[O:16])[CH:9]=1.[OH2:18]. No catalyst specified. The product is [F:7][C:8]1[CH:13]=[CH:12][C:11]([C:14]([OH:1])=[O:18])=[C:10]([N+:15]([O-:17])=[O:16])[CH:9]=1. The yield is 0.340. (3) The catalyst is C(Cl)Cl.CN(C)C=O.O1CCCC1. The reactants are [CH:1]1([CH2:6][CH:7]([C:11]2[CH:16]=[CH:15][C:14]([O:17][CH3:18])=[CH:13][CH:12]=2)[C:8]([OH:10])=O)[CH2:5][CH2:4][CH2:3][CH2:2]1.C(Cl)(=O)C(Cl)=O.[NH2:25][C:26]1[S:27][CH:28]=[CH:29][N:30]=1.C(N(CC)C(C)C)(C)C. The yield is 0.958. The product is [CH:1]1([CH2:6][CH:7]([C:11]2[CH:16]=[CH:15][C:14]([O:17][CH3:18])=[CH:13][CH:12]=2)[C:8]([NH:25][C:26]2[S:27][CH:28]=[CH:29][N:30]=2)=[O:10])[CH2:2][CH2:3][CH2:4][CH2:5]1. (4) The reactants are [CH2:1]([O:4][C@H:5]1[C@H:10]([O:11][CH2:12][CH:13]=[CH2:14])[C@@H:9]([O:15][CH2:16][CH:17]=[CH2:18])[C@H:8]([C:19]2[CH:24]=[CH:23][C:22]([Cl:25])=[C:21]([CH2:26][C:27]3[CH:32]=[CH:31][C:30]([O:33][CH2:34][CH3:35])=[CH:29][CH:28]=3)[CH:20]=2)[N:7]([CH3:36])[C@@H:6]1[CH2:37][O:38][CH2:39][CH:40]=[CH2:41])[CH:2]=[CH2:3]. The catalyst is C1COCC1. The product is [Cl:25][C:22]1[CH:23]=[CH:24][C:19]([C@H:8]2[C@H:9]([O:15]/[CH:16]=[CH:17]/[CH3:18])[C@@H:10]([O:11]/[CH:12]=[CH:13]/[CH3:14])[C@H:5]([O:4]/[CH:1]=[CH:2]/[CH3:3])[C@@H:6]([CH2:37][O:38]/[CH:39]=[CH:40]/[CH3:41])[N:7]2[CH3:36])=[CH:20][C:21]=1[CH2:26][C:27]1[CH:28]=[CH:29][C:30]([O:33][CH2:34][CH3:35])=[CH:31][CH:32]=1. The yield is 1.00. (5) The yield is 0.600. The catalyst is CCO. The product is [CH3:14][S:1][C:2]1[NH:7][C:6](=[O:8])[N:5]2[N:9]=[CH:10][CH:11]=[C:4]2[N:3]=1. The reactants are [S:1]=[C:2]1[NH:7][C:6](=[O:8])[N:5]2[N:9]=[CH:10][CH:11]=[C:4]2[NH:3]1.[OH-].[Na+].[CH3:14]I. (6) The reactants are [CH3:1][O:2][C:3](=[O:16])[C:4]1[CH:9]=[C:8]([CH2:10][CH2:11][CH3:12])[C:7]([OH:13])=[C:6]([O:14][CH3:15])[CH:5]=1.[CH3:17]I. No catalyst specified. The product is [CH3:1][O:2][C:3](=[O:16])[C:4]1[CH:9]=[C:8]([CH2:10][CH2:11][CH3:12])[C:7]([O:13][CH3:17])=[C:6]([O:14][CH3:15])[CH:5]=1. The yield is 0.990.